Dataset: Full USPTO retrosynthesis dataset with 1.9M reactions from patents (1976-2016). Task: Predict the reactants needed to synthesize the given product. (1) Given the product [F:1][C:2]([F:7])([F:6])[C:3]([OH:5])=[O:4].[Cl:8][C:9]1[CH:10]=[CH:11][C:12]([C:13]([N:15]2[CH2:21][C:20]3[CH:22]=[CH:23][C:24]([C:26]([N:46]4[CH2:50][CH2:49][CH2:48][CH2:47]4)=[O:27])=[CH:25][C:19]=3[N:18]([CH2:29][C:30]3[CH:35]=[CH:34][C:33]([O:36][CH:37]4[CH2:42][CH2:41][NH:40][CH2:39][CH2:38]4)=[CH:32][CH:31]=3)[C:17](=[O:43])[CH2:16]2)=[O:14])=[CH:44][CH:45]=1, predict the reactants needed to synthesize it. The reactants are: [F:1][C:2]([F:7])([F:6])[C:3]([OH:5])=[O:4].[Cl:8][C:9]1[CH:45]=[CH:44][C:12]([C:13]([N:15]2[CH2:21][C:20]3[CH:22]=[CH:23][C:24]([C:26](O)=[O:27])=[CH:25][C:19]=3[N:18]([CH2:29][C:30]3[CH:35]=[CH:34][C:33]([O:36][CH:37]4[CH2:42][CH2:41][NH:40][CH2:39][CH2:38]4)=[CH:32][CH:31]=3)[C:17](=[O:43])[CH2:16]2)=[O:14])=[CH:11][CH:10]=1.[NH:46]1[CH2:50][CH2:49][CH2:48][CH2:47]1.C(N(CC)CC)C. (2) The reactants are: [N-]=C=O.[N:4]([CH2:7][CH:8]1[CH2:13][CH2:12][CH2:11][CH:10]([CH2:14][N:15]=C=O)[CH2:9]1)=C=O.N(CC1CCC(CN=C=O)CC1)=C=O. Given the product [NH2:4][CH2:7][CH:8]1[CH2:13][CH2:12][CH2:11][CH:10]([CH2:14][NH2:15])[CH2:9]1, predict the reactants needed to synthesize it. (3) Given the product [F:28][CH:29]([F:32])[CH2:30][N:1]1[CH2:6][CH2:5][O:4][CH:3]([CH2:7][NH:8][C:9]2[CH:14]=[CH:13][C:12]([S:15]([NH2:18])(=[O:16])=[O:17])=[CH:11][C:10]=2[N+:19]([O-:21])=[O:20])[CH2:2]1, predict the reactants needed to synthesize it. The reactants are: [NH:1]1[CH2:6][CH2:5][O:4][CH:3]([CH2:7][NH:8][C:9]2[CH:14]=[CH:13][C:12]([S:15]([NH2:18])(=[O:17])=[O:16])=[CH:11][C:10]=2[N+:19]([O-:21])=[O:20])[CH2:2]1.C(=O)([O-])[O-].[Na+].[Na+].[F:28][CH:29]([F:32])[CH2:30]I. (4) Given the product [CH3:1][C:2]1[N:6]2[C:7]3[CH:13]=[C:12]([C:14]4[CH:18]=[CH:17][NH:16][N:15]=4)[N:11]([CH2:19][C:20]4[CH:21]=[C:33]([CH:25]=[CH:26][CH:27]=4)[C:34]([OH:28])=[O:35])[C:8]=3[CH:9]=[CH:10][C:5]2=[N:4][N:3]=1, predict the reactants needed to synthesize it. The reactants are: [CH3:1][C:2]1[N:6]2[C:7]3[CH:13]=[C:12]([C:14]4[CH:18]=[CH:17][NH:16][N:15]=4)[N:11]([CH2:19][C:20]4[CH:21]=C([CH:25]=[CH:26][CH:27]=4)C#N)[C:8]=3[CH:9]=[CH:10][C:5]2=[N:4][N:3]=1.[OH-:28].[K+].[Na+].[Cl-].Cl.[CH3:33][CH2:34][OH:35]. (5) Given the product [Br:1][C:2]1[C:3]([NH2:31])=[N:4][CH:5]=[N:6][C:7]=1[N:8]1[CH2:13][CH2:12][CH:11]([C:14]2[NH:15][CH:16]=[C:17]([C:19]3[CH:24]=[CH:23][CH:22]=[C:21]([C:26]([F:29])([F:28])[F:27])[CH:20]=3)[N:18]=2)[CH2:10][CH2:9]1, predict the reactants needed to synthesize it. The reactants are: [Br:1][C:2]1[C:3]([NH2:31])=[N:4][CH:5]=[N:6][C:7]=1[N:8]1[CH2:13][CH2:12][CH:11]([C:14]2[N:15](C)[CH:16]=[C:17]([C:19]3[CH:24]=[CH:23][C:22](F)=[C:21]([C:26]([F:29])([F:28])[F:27])[CH:20]=3)[N:18]=2)[CH2:10][CH2:9]1.FC(F)(F)C1C=C(C2N=C(C3CCNCC3)NC=2)C=CC=1.